Predict the product of the given reaction. From a dataset of Forward reaction prediction with 1.9M reactions from USPTO patents (1976-2016). (1) The product is: [CH:36]1([CH2:35][NH:34][C:21]([C:19]2[CH:18]=[CH:17][N:16]3[CH:24]=[C:13]([C:3]4[C:4]([C:7]5[CH:8]=[CH:9][CH:10]=[CH:11][CH:12]=5)=[N:5][O:6][C:2]=4[CH3:1])[N:14]=[C:15]3[CH:20]=2)=[O:23])[CH2:38][CH2:37]1. Given the reactants [CH3:1][C:2]1[O:6][N:5]=[C:4]([C:7]2[CH:12]=[CH:11][CH:10]=[CH:9][CH:8]=2)[C:3]=1[C:13]1[N:14]=[C:15]2[CH:20]=[C:19]([C:21]([OH:23])=O)[CH:18]=[CH:17][N:16]2[CH:24]=1.C(N(CC)C(C)C)(C)C.[NH2:34][CH2:35][CH:36]1[CH2:38][CH2:37]1.[Cl-].[Na+].O.O, predict the reaction product. (2) Given the reactants [OH:1][CH2:2][CH2:3][N:4]([CH2:17][C:18]([F:21])([F:20])[F:19])[C:5]1[CH:12]=[CH:11][C:8]([C:9]#[N:10])=[C:7]([C:13]([F:16])([F:15])[F:14])[CH:6]=1.[F:22][C:23]1[CH:24]=[CH:25][C:26](=O)[NH:27][CH:28]=1, predict the reaction product. The product is: [F:22][C:23]1[CH:24]=[CH:25][C:26]([O:1][CH2:2][CH2:3][N:4]([CH2:17][C:18]([F:19])([F:20])[F:21])[C:5]2[CH:12]=[CH:11][C:8]([C:9]#[N:10])=[C:7]([C:13]([F:15])([F:16])[F:14])[CH:6]=2)=[N:27][CH:28]=1. (3) Given the reactants [C:1](OC(=O)C)(=[O:3])[CH3:2].[CH3:8][C:9]([C@H:11]1[C@@H:15]2[C@@H:16]3[C@@:29]([CH3:32])([CH2:30][CH2:31][C@@:14]2([C:38]([OH:40])=[O:39])[CH2:13][CH2:12]1)[C@@:28]1([CH3:33])[C@@H:19]([C@:20]2([CH3:37])[C@@H:25]([CH2:26][CH2:27]1)[C:24]([CH3:35])([CH3:34])[C@@H:23]([OH:36])[CH2:22][CH2:21]2)[CH2:18][CH2:17]3)=[CH2:10].CCN(C(C)C)C(C)C.Cl, predict the reaction product. The product is: [C:1]([O:36][C@H:23]1[CH2:22][CH2:21][C@@:20]2([CH3:37])[C@@H:25]([CH2:26][CH2:27][C@:28]3([CH3:33])[C@@H:19]2[CH2:18][CH2:17][C@H:16]2[C@@:29]3([CH3:32])[CH2:30][CH2:31][C@@:14]3([C:38]([OH:40])=[O:39])[CH2:13][CH2:12][C@@H:11]([C:9]([CH3:8])=[CH2:10])[C@@H:15]32)[C:24]1([CH3:34])[CH3:35])(=[O:3])[CH3:2]. (4) Given the reactants [Br:1][C:2]1[CH:7]=[CH:6][C:5]([C:8]2[N:9]([CH2:22][CH2:23][OH:24])[CH:10]=[C:11]([C:13]3[N:17]([CH:18]([CH3:20])[CH3:19])[N:16]=[C:15]([CH3:21])[N:14]=3)[N:12]=2)=[C:4](F)[CH:3]=1.C1(C)C=CC=CC=1.[OH-].[K+], predict the reaction product. The product is: [Br:1][C:2]1[CH:7]=[CH:6][C:5]2[C:8]3[N:9]([CH:10]=[C:11]([C:13]4[N:17]([CH:18]([CH3:20])[CH3:19])[N:16]=[C:15]([CH3:21])[N:14]=4)[N:12]=3)[CH2:22][CH2:23][O:24][C:4]=2[CH:3]=1. (5) The product is: [CH2:30]([O:29][C:16]1[CH:17]=[C:18]([O:21][CH2:22][C:23]2[CH:24]=[CH:25][CH:26]=[CH:27][CH:28]=2)[CH:19]=[CH:20][C:15]=1[CH:12]1[CH2:13][CH2:14][NH:9][CH2:10][CH2:11]1)[C:31]1[CH:32]=[CH:33][CH:34]=[CH:35][CH:36]=1. Given the reactants [OH-].[Na+].O.C(OC([N:9]1[CH2:14][CH2:13][CH:12]([C:15]2[CH:20]=[CH:19][C:18]([O:21][CH2:22][C:23]3[CH:28]=[CH:27][CH:26]=[CH:25][CH:24]=3)=[CH:17][C:16]=2[O:29][CH2:30][C:31]2[CH:36]=[CH:35][CH:34]=[CH:33][CH:32]=2)[CH2:11][CH2:10]1)=O)C, predict the reaction product. (6) Given the reactants C[O:2][C:3]([C:5]1([C:8]2[CH:13]=[CH:12][C:11]([C:14]3[CH:19]=[CH:18][C:17]([N:20]4[C:24]([NH:25][C:26]([O:28][C@@H:29]([C:31]5[CH:36]=[CH:35][CH:34]=[CH:33][C:32]=5[F:37])[CH3:30])=[O:27])=[C:23]([CH3:38])[N:22]=[N:21]4)=[CH:16][CH:15]=3)=[CH:10][CH:9]=2)[CH2:7][CH2:6]1)=[O:4].C1COCC1.[Li+].[OH-].Cl, predict the reaction product. The product is: [F:37][C:32]1[CH:33]=[CH:34][CH:35]=[CH:36][C:31]=1[C@H:29]([O:28][C:26]([NH:25][C:24]1[N:20]([C:17]2[CH:18]=[CH:19][C:14]([C:11]3[CH:10]=[CH:9][C:8]([C:5]4([C:3]([OH:4])=[O:2])[CH2:6][CH2:7]4)=[CH:13][CH:12]=3)=[CH:15][CH:16]=2)[N:21]=[N:22][C:23]=1[CH3:38])=[O:27])[CH3:30]. (7) Given the reactants [C@@H:1]([NH:5][C:6]1[C:7]([C:20]2[O:21][C:22]3[CH:28]=[CH:27][C:26]([F:29])=[CH:25][C:23]=3[CH:24]=2)=[N:8][C:9]2[C:14]([N:15]=1)=[CH:13][C:12]([C:16]([O:18]C)=[O:17])=[CH:11][CH:10]=2)([CH2:3][CH3:4])[CH3:2].[H-].[Na+].[CH3:32]I, predict the reaction product. The product is: [C@@H:1]([N:5]([CH3:32])[C:6]1[C:7]([C:20]2[O:21][C:22]3[CH:28]=[CH:27][C:26]([F:29])=[CH:25][C:23]=3[CH:24]=2)=[N:8][C:9]2[C:14]([N:15]=1)=[CH:13][C:12]([C:16]([OH:18])=[O:17])=[CH:11][CH:10]=2)([CH2:3][CH3:4])[CH3:2]. (8) Given the reactants [Cl:1][C:2]1[CH:10]=[C:9]([Cl:11])[CH:8]=[CH:7][C:3]=1[C:4](Cl)=[O:5].[CH3:12][O:13][C:14]([C:16]1[S:17][C:18]([C:28]#[C:29][C:30]([CH3:33])([CH3:32])[CH3:31])=[CH:19][C:20]=1[NH:21][CH:22]1[CH2:27][CH2:26][O:25][CH2:24][CH2:23]1)=[O:15], predict the reaction product. The product is: [CH3:12][O:13][C:14]([C:16]1[S:17][C:18]([C:28]#[C:29][C:30]([CH3:33])([CH3:32])[CH3:31])=[CH:19][C:20]=1[N:21]([C:4](=[O:5])[C:3]1[CH:7]=[CH:8][C:9]([Cl:11])=[CH:10][C:2]=1[Cl:1])[CH:22]1[CH2:27][CH2:26][O:25][CH2:24][CH2:23]1)=[O:15]. (9) Given the reactants [N+:1]([C:4]1[CH:5]=[C:6](B(O)O)[CH:7]=[CH:8][CH:9]=1)([O-:3])=[O:2].Br[C:14]1[CH:20]=[CH:19][C:17]([NH2:18])=[C:16]([F:21])[CH:15]=1.C([O-])([O-])=O.[K+].[K+], predict the reaction product. The product is: [NH2:18][C:17]1[CH:19]=[CH:20][C:14]([C:6]2[CH:7]=[CH:8][CH:9]=[C:4]([N+:1]([O-:3])=[O:2])[CH:5]=2)=[CH:15][C:16]=1[F:21].